This data is from Peptide-MHC class II binding affinity with 134,281 pairs from IEDB. The task is: Regression. Given a peptide amino acid sequence and an MHC pseudo amino acid sequence, predict their binding affinity value. This is MHC class II binding data. (1) The peptide sequence is LMSSLHLKRYYGRIL. The MHC is DRB1_1101 with pseudo-sequence DRB1_1101. The binding affinity (normalized) is 0.358. (2) The peptide sequence is IKKYFAATQFEPLAA. The binding affinity (normalized) is 1.00. The MHC is HLA-DPA10103-DPB10601 with pseudo-sequence HLA-DPA10103-DPB10601. (3) The peptide sequence is AGLTHMMIWHSNLND. The MHC is DRB4_0101 with pseudo-sequence DRB4_0103. The binding affinity (normalized) is 0.213. (4) The peptide sequence is KVSDDITYVATATLP. The MHC is HLA-DPA10301-DPB10402 with pseudo-sequence HLA-DPA10301-DPB10402. The binding affinity (normalized) is 0.249. (5) The peptide sequence is IPLYRNGDFFISSKD. The MHC is DRB1_1501 with pseudo-sequence DRB1_1501. The binding affinity (normalized) is 0.502. (6) The peptide sequence is DTFRKLFRDYSNFLR. The binding affinity (normalized) is 0.610. The MHC is DRB3_0101 with pseudo-sequence DRB3_0101.